This data is from Catalyst prediction with 721,799 reactions and 888 catalyst types from USPTO. The task is: Predict which catalyst facilitates the given reaction. (1) Reactant: [CH2:1]([N:8]1[CH2:13][CH2:12][CH:11]([NH:14][C:15]2[CH:23]=[C:22]3[C:18]([CH2:19][CH2:20][N:21]3[C:24](=[O:26])[CH3:25])=[CH:17][CH:16]=2)[CH2:10][CH2:9]1)[C:2]1[CH:7]=[CH:6][CH:5]=[CH:4][CH:3]=1.[C:27]1([CH:33]=[CH:34][S:35](Cl)(=[O:37])=[O:36])[CH:32]=[CH:31][CH:30]=[CH:29][CH:28]=1. Product: [C:24]([N:21]1[C:22]2[C:18](=[CH:17][CH:16]=[C:15]([N:14]([CH:11]3[CH2:12][CH2:13][N:8]([CH2:1][C:2]4[CH:3]=[CH:4][CH:5]=[CH:6][CH:7]=4)[CH2:9][CH2:10]3)[S:35](/[CH:34]=[CH:33]/[C:27]3[CH:32]=[CH:31][CH:30]=[CH:29][CH:28]=3)(=[O:37])=[O:36])[CH:23]=2)[CH2:19][CH2:20]1)(=[O:26])[CH3:25]. The catalyst class is: 2. (2) Reactant: [Cl:1][C:2]1[N:7]=[CH:6][C:5]2[C:8]([I:11])=[CH:9][NH:10][C:4]=2[CH:3]=1.C(=O)([O-])[O-].[Cs+].[Cs+].FC(F)(S(O[CH:21]([CH3:20])[C:22]([F:25])([F:24])[F:23])(=O)=O)[C:20](F)(F)[C:21](F)(F)[C:22]([F:25])([F:24])[F:23]. Product: [Cl:1][C:2]1[N:7]=[CH:6][C:5]2[C:8]([I:11])=[CH:9][N:10]([CH:21]([CH3:20])[C:22]([F:25])([F:24])[F:23])[C:4]=2[CH:3]=1. The catalyst class is: 35. (3) Reactant: [OH:1][C:2]1[CH:7]=[C:6]([OH:8])[CH:5]=[CH:4][C:3]=1[C:9](=O)[CH2:10][CH3:11]. Product: [CH2:9]([C:3]1[CH:4]=[CH:5][C:6]([OH:8])=[CH:7][C:2]=1[OH:1])[CH2:10][CH3:11]. The catalyst class is: 40. (4) Reactant: [NH2:1][C:2]1[N:6]([C:7]2[CH:8]=[CH:9][C:10]([O:15][CH3:16])=[C:11]([CH:14]=2)[C:12]#[N:13])[N:5]=[C:4]([NH:17][C:18]2[CH:23]=[CH:22][CH:21]=[CH:20][CH:19]=2)[N:3]=1.C([O-])([O-])=[O:25].[K+].[K+].OO.C([O-])([O-])=O.[Na+].[Na+]. Product: [NH2:1][C:2]1[N:6]([C:7]2[CH:8]=[CH:9][C:10]([O:15][CH3:16])=[C:11]([CH:14]=2)[C:12]([NH2:13])=[O:25])[N:5]=[C:4]([NH:17][C:18]2[CH:19]=[CH:20][CH:21]=[CH:22][CH:23]=2)[N:3]=1. The catalyst class is: 58. (5) Reactant: [CH2:1]([NH:3][C:4]([N:6]1[N:10]=[CH:9][C:8]2([CH2:14][CH2:13][CH2:12][CH2:11]2)[CH2:7]1)=[S:5])[CH3:2].I[CH3:16]. Product: [CH3:16][S:5][C:4]([N:6]1[N:10]=[CH:9][C:8]2([CH2:14][CH2:13][CH2:12][CH2:11]2)[CH2:7]1)=[N:3][CH2:1][CH3:2]. The catalyst class is: 5. (6) Reactant: [CH:1]1[C:11]2=[C:12]3[C:7](=[CH:8][C:9]([C@H:13]4[C@@H:17]([C:18]5[C:26]6[C:21](=[CH:22][CH:23]=[CH:24][CH:25]=6)[NH:20][CH:19]=5)[C:16](=[O:27])[NH:15][C:14]4=[O:28])=[CH:10]2)[CH2:6][CH2:5][CH2:4][N:3]3[CH:2]=1.CC(C)([O-])C.[K+]. Product: [CH:1]1[C:11]2=[C:12]3[C:7](=[CH:8][C:9]([C@H:13]4[C@H:17]([C:18]5[C:26]6[C:21](=[CH:22][CH:23]=[CH:24][CH:25]=6)[NH:20][CH:19]=5)[C:16](=[O:27])[NH:15][C:14]4=[O:28])=[CH:10]2)[CH2:6][CH2:5][CH2:4][N:3]3[CH:2]=1. The catalyst class is: 7. (7) Reactant: [Cl:1][C:2]1[CH:7]=[CH:6][CH:5]=[C:4]([Cl:8])[C:3]=1[N:9]1[C:13]([C:14]2[S:18][C:17]([NH2:19])=[N:16][CH:15]=2)=[CH:12][CH:11]=[N:10]1.CN1CCOCC1.[C:27](Cl)(=[O:31])[CH2:28][CH2:29][CH3:30]. Product: [Cl:1][C:2]1[CH:7]=[CH:6][CH:5]=[C:4]([Cl:8])[C:3]=1[N:9]1[C:13]([C:14]2[S:18][C:17]([NH:19][C:27](=[O:31])[CH2:28][CH2:29][CH3:30])=[N:16][CH:15]=2)=[CH:12][CH:11]=[N:10]1. The catalyst class is: 1.